This data is from Forward reaction prediction with 1.9M reactions from USPTO patents (1976-2016). The task is: Predict the product of the given reaction. (1) Given the reactants [F:1][C:2]([F:6])([F:5])[CH2:3][NH2:4].Cl[C:8](Cl)([O:10]C(=O)OC(Cl)(Cl)Cl)Cl.[CH:19]([NH:22][NH:23][C:24](=[O:30])[O:25][C:26]([CH3:29])([CH3:28])[CH3:27])([CH3:21])[CH3:20].O, predict the reaction product. The product is: [CH:19]([N:22]([C:8](=[O:10])[NH:4][CH2:3][C:2]([F:6])([F:5])[F:1])[NH:23][C:24]([O:25][C:26]([CH3:28])([CH3:27])[CH3:29])=[O:30])([CH3:21])[CH3:20]. (2) The product is: [Cl:1][C:2]1[CH:3]=[C:4]([CH:14]=[CH:15][C:16]=1[Cl:17])[CH2:5][N:6]1[CH2:11][CH2:10][O:9][CH:8]([CH2:12][NH:13][C:30](=[O:31])[CH2:29][C:27]2[N:28]=[C:24]([C:18]3[CH:19]=[CH:20][CH:21]=[CH:22][CH:23]=3)[S:25][CH:26]=2)[CH2:7]1. Given the reactants [Cl:1][C:2]1[CH:3]=[C:4]([CH:14]=[CH:15][C:16]=1[Cl:17])[CH2:5][N:6]1[CH2:11][CH2:10][O:9][CH:8]([CH2:12][NH2:13])[CH2:7]1.[C:18]1([C:24]2[S:25][CH:26]=[C:27]([CH2:29][C:30](O)=[O:31])[N:28]=2)[CH:23]=[CH:22][CH:21]=[CH:20][CH:19]=1, predict the reaction product. (3) Given the reactants [Cl:1][C:2]1[CH:3]=[C:4]([OH:22])[CH:5]=[CH:6][C:7]=1[N:8]1[C:12]2[CH:13]=[CH:14][CH:15]=[C:16]([C:17]([F:20])([F:19])[F:18])[C:11]=2[N:10]=[C:9]1[CH3:21].F[C:24]1[CH:29]=[CH:28][CH:27]=[C:26]([S:30]([CH3:33])(=[O:32])=[O:31])[CH:25]=1, predict the reaction product. The product is: [Cl:1][C:2]1[CH:3]=[C:4]([O:22][C:24]2[CH:29]=[CH:28][CH:27]=[C:26]([S:30]([CH3:33])(=[O:32])=[O:31])[CH:25]=2)[CH:5]=[CH:6][C:7]=1[N:8]1[C:12]2[CH:13]=[CH:14][CH:15]=[C:16]([C:17]([F:19])([F:20])[F:18])[C:11]=2[N:10]=[C:9]1[CH3:21]. (4) The product is: [CH3:28][C:25]1[C:24]([CH3:29])=[C:23]([NH:22][C:2]([NH2:3])=[NH:1])[O:27][N:26]=1. Given the reactants [NH:1]=[C:2]=[NH:3].C(OC(NC(NC(OC(C)(C)C)=O)=S)=O)(C)(C)C.[NH2:22][C:23]1[O:27][N:26]=[C:25]([CH3:28])[C:24]=1[CH3:29].C(O)C(N)(CO)CO.C(O)(C(F)(F)F)=O, predict the reaction product. (5) Given the reactants [Cl:1][C:2]1[CH:7]=[CH:6][N:5]=[CH:4][CH:3]=1.OS(O)(=O)=O.OO.[CH3:15][NH:16][CH:17]=[O:18], predict the reaction product. The product is: [CH3:15][NH:16][C:17]([C:4]1[CH:3]=[C:2]([Cl:1])[CH:7]=[CH:6][N:5]=1)=[O:18]. (6) Given the reactants [CH:1]([C:3]1[N:7]([CH3:8])[N:6]=[C:5]([C:9]2[CH:14]=[CH:13][C:12]([O:15]C)=[CH:11][CH:10]=2)[C:4]=1[C:17]1[C:18]([CH3:27])=[C:19]([C:23]([O:25]C)=[O:24])[O:20][C:21]=1[CH3:22])=[O:2].B(Br)(Br)Br, predict the reaction product. The product is: [CH:1]([C:3]1[N:7]([CH3:8])[N:6]=[C:5]([C:9]2[CH:14]=[CH:13][C:12]([OH:15])=[CH:11][CH:10]=2)[C:4]=1[C:17]1[C:18]([CH3:27])=[C:19]([C:23]([OH:25])=[O:24])[O:20][C:21]=1[CH3:22])=[O:2]. (7) Given the reactants [F:1][C:2]([F:27])([F:26])[CH2:3][S:4]([NH:7][CH2:8][CH2:9][CH2:10][CH2:11][N:12]1[C:22](=[O:23])[C:21]2[N:24]3[C:14](=[CH:15][N:16]=[C:17]3[CH:18]=[CH:19][CH:20]=2)[C:13]1=[O:25])(=[O:6])=[O:5].[ClH:28], predict the reaction product. The product is: [ClH:28].[F:27][C:2]([F:1])([F:26])[CH2:3][S:4]([NH:7][CH2:8][CH2:9][CH2:10][CH2:11][N:12]1[C:22](=[O:23])[C:21]2[N:24]3[C:14](=[CH:15][N:16]=[C:17]3[CH:18]=[CH:19][CH:20]=2)[C:13]1=[O:25])(=[O:6])=[O:5]. (8) Given the reactants [CH2:1]([OH:77])[C@H:2]1[O:7][C@@H:6]2[O:8][C@H:9]3[C@H:14]([OH:15])[C@@H:13]([OH:16])[C@@H:12](O[C@H]4[C@H](O)[C@@H](O)[C@@H](O[C@H]5[C@H](O)[C@@H](O)[C@@H](O[C@H]6[C@H](O)[C@@H](O)[C@@H](O[C@H:45]7[C@H:50]([OH:51])[C@@H:49]([OH:52])[C@@H:48]([O:53][C@H:54]8[C@H:60]([OH:61])[C@@H:59]([OH:62])[C@@H:57]([O:58][C@H:3]1[C@H:4]([OH:76])[C@H:5]2[OH:75])[O:56][C@@H:55]8[CH2:63][OH:64])[O:47][C@@H:46]7[CH2:65][OH:66])O[C@@H]6CO)O[C@@H]5CO)O[C@@H]4CO)[O:11][C@@H:10]3[CH2:73][OH:74].C(C[O:86][CH2:87][CH:88]1[O:93][CH:92]2OC3C(O)C(O)C(OC4C(O)C(O)C(OC5C(O)C(O)C([O:121][CH:122]6[CH:127]([OH:128])[CH:126]([OH:129])[CH:125]([O:130][CH:131]7[CH:136]([OH:137])[CH:135]([OH:138])[CH:134]([O:139][CH:140]8[CH:146]([OH:147])[CH:145]([OH:148])[CH:143]([O:144][CH:89]1[CH:90]([OH:170])[CH:91]2OCCCCS([O-])(=O)=O)[O:142][CH:141]8[CH2:149][OH:150])[O:133][CH:132]7[CH2:151][OH:152])[O:124][CH:123]6[CH2:153][OH:154])OC5CO)OC4CO)OC3CO)CCS([O-])(=O)=O.[Na+].[Na+].CC(O)C[O:176]C[C@@H]1OC[C@H]2O[C@@H]3[C@@H](O)[C@H](O)[C@H](O[C@@H]4[C@@H](O)[C@H](O)[C@H](O[C@@H]5[C@@H](O)[C@H](O)[C@H](O[C@@H]6[C@@H](O)[C@H](O)[C@H](O[C@@H]7[C@@H](O)[C@H](O)[C@H](O[C@@H]8[C@@H](O)[C@H](O)[C@H](O[C@@H]9[C@@H](O)[C@H](O)[C@H](O[C@@H]1[C@H]2O)O[C@H]9COCC(O)C)O[C@H]8COCC(O)C)O[C@H]7COCC(O)C)O[C@H]6COCC(O)C)O[C@H]5COCC(O)C)O[C@H]4COCC(O)C)O[C@H]3COCC(O)C, predict the reaction product. The product is: [CH2:73]([OH:74])[C@H:10]1[O:11][C@@H:12]2[O:121][C@H:122]3[C@H:127]([OH:128])[C@@H:126]([OH:129])[C@@H:125]([O:130][C@H:131]4[C@H:136]([OH:137])[C@@H:135]([OH:138])[C@@H:134]([O:139][C@H:140]5[C@H:146]([OH:147])[C@@H:145]([OH:148])[CH:143]([O:144][CH:89]6[C@H:90]([OH:170])[C@@H:91]([OH:176])[CH:92]([CH:45]7[C@H:50]([OH:51])[C@@H:49]([OH:52])[CH:48]([O:53][C@H:54]8[C@H:60]([OH:61])[C@@H:59]([OH:62])[C@@H:57]([O:58][C@H:3]9[C@H:4]([OH:76])[C@@H:5]([OH:75])[C@@H:6]([O:8][C@H:9]1[C@H:14]([OH:15])[C@H:13]2[OH:16])[O:7][C@@H:2]9[CH2:1][OH:77])[O:56][C@@H:55]8[CH2:63][OH:64])[O:47][C@@H:46]7[CH2:65][OH:66])[O:93][C@@H:88]6[CH2:87][OH:86])[O:142][C@@H:141]5[CH2:149][OH:150])[O:133][C@@H:132]4[CH2:151][OH:152])[O:124][C@@H:123]3[CH2:153][OH:154]. (9) The product is: [ClH:2].[NH2:49][CH2:48][C@H:45]1[CH2:46][CH2:47][C@H:42]([C:40]([NH:39][C@@H:16]([CH2:17][C:18]2[CH:19]=[C:20]([C:24]3[CH:29]=[CH:28][CH:27]=[C:26]([C:30]([N:32]4[CH2:33][CH2:34][N:35]([CH3:38])[CH2:36][CH2:37]4)=[O:31])[CH:25]=3)[CH:21]=[CH:22][CH:23]=2)[C:15]([NH:14][C:11]2[CH:12]=[CH:13][C:8]([C:6]3[NH:7][C:3]([Cl:2])=[N:4][N:5]=3)=[CH:9][CH:10]=2)=[O:57])=[O:41])[CH2:43][CH2:44]1. Given the reactants Cl.[Cl:2][C:3]1[NH:7][C:6]([C:8]2[CH:13]=[CH:12][C:11]([NH:14][C:15](=[O:57])[C@@H:16]([NH:39][C:40]([C@H:42]3[CH2:47][CH2:46][C@H:45]([CH2:48][NH:49]C(=O)OC(C)(C)C)[CH2:44][CH2:43]3)=[O:41])[CH2:17][C:18]3[CH:19]=[C:20]([C:24]4[CH:29]=[CH:28][CH:27]=[C:26]([C:30]([N:32]5[CH2:37][CH2:36][N:35]([CH3:38])[CH2:34][CH2:33]5)=[O:31])[CH:25]=4)[CH:21]=[CH:22][CH:23]=3)=[CH:10][CH:9]=2)=[N:5][N:4]=1.C(#N)C, predict the reaction product.